Dataset: Reaction yield outcomes from USPTO patents with 853,638 reactions. Task: Predict the reaction yield, written as a fraction of the theoretical maximum amount of product (1.0 means a 100% yield; for example, 0.34 means a 34% yield). (1) The reactants are [NH2:1][C:2]1[CH:3]=[CH:4][C:5]2[C:14]3[C:9](=[CH:10][C:11]([OH:15])=[CH:12][CH:13]=3)[O:8][C:7](=[O:16])[C:6]=2[CH:17]=1.II. The catalyst is CC(C)=O.CN1CCCC1=O. The product is [OH:15][C:11]1[CH:10]=[C:9]2[C:14](=[CH:13][CH:12]=1)[C:5]1[C:6](=[C:17]3[C:2](=[CH:3][CH:4]=1)[NH:1][C:5]([CH3:14])([CH3:6])[CH:4]=[C:3]3[CH3:2])[C:7](=[O:16])[O:8]2. The yield is 0.480. (2) The reactants are [CH2:1]([NH:8][C:9]1[CH:14]=[C:13]([C:15]([F:18])([F:17])[F:16])[N:12]=[C:11]([Cl:19])[C:10]=1[N+:20]([O-:22])=[O:21])[C:2]1[CH:7]=[CH:6][CH:5]=[CH:4][CH:3]=1.CC(C)([O-])C.[K+].Cl[C:30]([O:32][CH2:33][CH3:34])=[O:31]. The catalyst is O1CCCC1.CCCCC. The product is [CH2:33]([O:32][C:30](=[O:31])[N:8]([C:9]1[CH:14]=[C:13]([C:15]([F:17])([F:18])[F:16])[N:12]=[C:11]([Cl:19])[C:10]=1[N+:20]([O-:22])=[O:21])[CH2:1][C:2]1[CH:3]=[CH:4][CH:5]=[CH:6][CH:7]=1)[CH3:34]. The yield is 0.910. (3) The reactants are Br[C:2]1[N:3]=[CH:4][C:5]([NH2:8])=[N:6][CH:7]=1.[NH:9]1[CH2:13][CH2:12][CH2:11][CH2:10]1. The catalyst is C(OCC)(=O)C. The product is [N:9]1([C:2]2[N:3]=[CH:4][C:5]([NH2:8])=[N:6][CH:7]=2)[CH2:13][CH2:12][CH2:11][CH2:10]1. The yield is 0.437. (4) The product is [CH3:4][Si:3]([C:1]#[C:2][C:8]1[CH:17]=[CH:16][C:11]([C:12]([O:14][CH3:15])=[O:13])=[CH:10][CH:9]=1)([CH3:6])[CH3:5]. The catalyst is [Cu]I. The yield is 0.960. The reactants are [C:1]([Si:3]([CH3:6])([CH3:5])[CH3:4])#[CH:2].Br[C:8]1[CH:17]=[CH:16][C:11]([C:12]([O:14][CH3:15])=[O:13])=[CH:10][CH:9]=1. (5) The reactants are C([O:3][C:4](=[O:17])[CH2:5][CH2:6][C:7]1[C:15]2[B:14]([OH:16])[O:13][CH2:12][C:11]=2[CH:10]=[CH:9][CH:8]=1)C.[OH-].[Na+]. The catalyst is CO. The product is [C:4]([CH2:5][CH2:6][C:7]1[C:15]2[B:14]([OH:16])[O:13][CH2:12][C:11]=2[CH:10]=[CH:9][CH:8]=1)([OH:17])=[O:3]. The yield is 0.857. (6) The reactants are [N:1]([CH2:4][CH2:5][NH:6][C:7](=[O:21])[CH2:8][CH2:9][CH2:10][CH2:11][CH2:12][CH2:13][CH2:14][CH2:15][CH2:16][CH2:17][CH2:18][CH2:19][CH3:20])=[N+:2]=[N-:3].[C:22](Cl)(=O)[CH2:23][CH2:24][CH2:25][CH2:22][CH2:23][CH2:24][CH2:25]C=[CH:22][CH2:23][CH2:24][CH2:25][CH2:22][CH2:23][CH2:24][CH2:25]C.N(CCN)=[N+]=[N-].C(N(CC)CC)C. The catalyst is ClCCl. The product is [N:1]([CH2:4][CH2:5][NH:6][C:7](=[O:21])[CH2:8][CH2:9][CH2:10][CH2:11][CH2:12][CH2:13][CH2:14][CH:15]=[CH:16][CH2:17][CH2:18][CH2:19][CH2:20][CH2:22][CH2:23][CH2:24][CH3:25])=[N+:2]=[N-:3]. The yield is 0.710.